This data is from Reaction yield outcomes from USPTO patents with 853,638 reactions. The task is: Predict the reaction yield, written as a fraction of the theoretical maximum amount of product (1.0 means a 100% yield; for example, 0.34 means a 34% yield). (1) The reactants are Cl[C:2]1[N:6]([CH3:7])[N:5]=[CH:4][C:3]=1[N+:8]([O-:10])=[O:9].[NH2:11][CH2:12][CH2:13][CH2:14][NH:15][C:16](=[O:22])[O:17][C:18]([CH3:21])([CH3:20])[CH3:19]. No catalyst specified. The product is [CH3:7][N:6]1[C:2]([NH:11][CH2:12][CH2:13][CH2:14][NH:15][C:16](=[O:22])[O:17][C:18]([CH3:20])([CH3:19])[CH3:21])=[C:3]([N+:8]([O-:10])=[O:9])[CH:4]=[N:5]1. The yield is 0.850. (2) The reactants are [N:1]1([C:11]([O:13][C:14]([CH3:17])([CH3:16])[CH3:15])=[O:12])[CH2:6][CH2:5][CH:4]([C:7]([O:9]C)=O)[CH2:3][CH2:2]1.[CH3:18][P:19](=[O:24])([O:22][CH3:23])[O:20][CH3:21].C([N-]C(C)C)(C)C.[Li+].Cl. The catalyst is O1CCCC1. The product is [CH3:21][O:20][P:19]([CH2:18][C:7]([CH:4]1[CH2:3][CH2:2][N:1]([C:11]([O:13][C:14]([CH3:17])([CH3:16])[CH3:15])=[O:12])[CH2:6][CH2:5]1)=[O:9])([O:22][CH3:23])=[O:24]. The yield is 0.940. (3) The reactants are [CH:1]([O:3][CH2:4][CH3:5])=[CH2:2].C([Li])(C)(C)C.[CH3:11][O:12][CH2:13][O:14][CH2:15][CH2:16][CH2:17][C:18](=[O:20])[CH3:19]. The catalyst is C1COCC1. The product is [CH2:1]([O:3][C:4]([C:18]([OH:20])([CH3:19])[CH2:17][CH2:16][CH2:15][O:14][CH2:13][O:12][CH3:11])=[CH2:5])[CH3:2]. The yield is 1.00. (4) The reactants are Br[C:2]1[C:6]2[CH2:7][N:8]([C:11]([NH:13][C:14]3[CH:19]=[CH:18][CH:17]=[C:16]([Cl:20])[CH:15]=3)=[O:12])[CH2:9][CH2:10][C:5]=2[NH:4][N:3]=1.[B-](F)(F)(F)[CH:22]=[CH2:23].[K+].CC(C1C=C(C(C)C)C(C2C=CC=CC=2P(C2CCCCC2)C2CCCCC2)=C(C(C)C)C=1)C.C([O-])([O-])=O.[Na+].[Na+]. The catalyst is O1CCOCC1.O.C1C=CC(/C=C/C(/C=C/C2C=CC=CC=2)=O)=CC=1.C1C=CC(/C=C/C(/C=C/C2C=CC=CC=2)=O)=CC=1.C1C=CC(/C=C/C(/C=C/C2C=CC=CC=2)=O)=CC=1.[Pd].[Pd].C(Cl)Cl.CO. The product is [Cl:20][C:16]1[CH:15]=[C:14]([NH:13][C:11]([N:8]2[CH2:9][CH2:10][C:5]3[NH:4][N:3]=[C:2]([CH:22]=[CH2:23])[C:6]=3[CH2:7]2)=[O:12])[CH:19]=[CH:18][CH:17]=1. The yield is 0.480. (5) The reactants are CC(OI1(OC(C)=O)(OC(C)=O)OC(=O)C2C=CC=CC1=2)=O.[CH3:23][S:24]([N:27]1[CH2:32][CH2:31][C:30]2[N:33]([CH2:46][CH2:47][CH2:48][OH:49])[N:34]=[C:35]([C:36]3[CH:41]=[CH:40][C:39]([C:42]([F:45])([F:44])[F:43])=[CH:38][CH:37]=3)[C:29]=2[CH2:28]1)(=[O:26])=[O:25].[O-]S([O-])(=S)=O.[Na+].[Na+]. The catalyst is C(Cl)Cl.CCOCC.C([O-])(O)=O.[Na+]. The product is [CH3:23][S:24]([N:27]1[CH2:32][CH2:31][C:30]2[N:33]([CH2:46][CH2:47][CH:48]=[O:49])[N:34]=[C:35]([C:36]3[CH:37]=[CH:38][C:39]([C:42]([F:43])([F:44])[F:45])=[CH:40][CH:41]=3)[C:29]=2[CH2:28]1)(=[O:26])=[O:25]. The yield is 0.850. (6) The reactants are Cl[S:2]([OH:5])(=[O:4])=[O:3].[CH:6]([C:9]1[CH:14]=[CH:13][C:12]([N:15]2[CH:19]=[CH:18][CH:17]=[CH:16]2)=[CH:11][CH:10]=1)([CH3:8])[CH3:7]. The catalyst is C(Cl)(Cl)Cl. The yield is 0.420. The product is [CH:6]([C:9]1[CH:14]=[CH:13][C:12]([N:15]2[CH:19]=[CH:18][CH:17]=[C:16]2[S:2]([OH:5])(=[O:4])=[O:3])=[CH:11][CH:10]=1)([CH3:8])[CH3:7]. (7) The reactants are [C:1]([O:5][C:6]([N:8]([C:16]1[C:21]([C:22]#[C:23][Si](C)(C)C)=[N:20][C:19]([C:28]2[CH:33]=[CH:32][C:31]([S:34]([CH:37]([CH3:39])[CH3:38])(=[O:36])=[O:35])=[CH:30][CH:29]=2)=[CH:18][N:17]=1)[C:9](=[O:15])[O:10][C:11]([CH3:14])([CH3:13])[CH3:12])=[O:7])([CH3:4])([CH3:3])[CH3:2].C(=O)([O-])[O-].[Na+].[Na+]. The catalyst is CO. The product is [C:1]([O:5][C:6]([N:8]([C:16]1[C:21]([C:22]#[CH:23])=[N:20][C:19]([C:28]2[CH:29]=[CH:30][C:31]([S:34]([CH:37]([CH3:39])[CH3:38])(=[O:36])=[O:35])=[CH:32][CH:33]=2)=[CH:18][N:17]=1)[C:9](=[O:15])[O:10][C:11]([CH3:13])([CH3:14])[CH3:12])=[O:7])([CH3:2])([CH3:3])[CH3:4]. The yield is 0.890. (8) The reactants are Cl.[F:2][C:3]1([F:13])[CH2:7][NH:6][C@@H:5]([CH2:8][CH2:9][C:10]([OH:12])=[O:11])[CH2:4]1.Br[CH2:15][C:16]1[NH:21][C:20]([C:22]2[S:23][CH:24]=[CH:25][N:26]=2)=[N:19][C@@H:18]([C:27]2[CH:32]=[CH:31][C:30]([F:33])=[CH:29][C:28]=2[Cl:34])[C:17]=1[C:35]([O:37][CH3:38])=[O:36].C(=O)([O-])[O-].[K+].[K+]. The catalyst is C(O)C. The product is [Cl:34][C:28]1[CH:29]=[C:30]([F:33])[CH:31]=[CH:32][C:27]=1[C@@H:18]1[N:19]=[C:20]([C:22]2[S:23][CH:24]=[CH:25][N:26]=2)[NH:21][C:16]([CH2:15][N:6]2[CH2:7][C:3]([F:2])([F:13])[CH2:4][C@@H:5]2[CH2:8][CH2:9][C:10]([OH:12])=[O:11])=[C:17]1[C:35]([O:37][CH3:38])=[O:36]. The yield is 0.430. (9) The reactants are [Br:1][C:2]1[CH:7]=[CH:6][C:5]([CH:8]([OH:10])[CH3:9])=[CH:4][C:3]=1[F:11].[C:12]1(O)[CH:17]=[CH:16][CH:15]=[CH:14][CH:13]=1.C1(P(C2C=CC=CC=2)C2C=CC=CC=2)C=CC=CC=1.N(C(OC(C)C)=O)=NC(OC(C)C)=O. The catalyst is O1CCCC1. The product is [Br:1][C:2]1[CH:7]=[CH:6][C:5]([CH:8]([O:10][C:12]2[CH:17]=[CH:16][CH:15]=[CH:14][CH:13]=2)[CH3:9])=[CH:4][C:3]=1[F:11]. The yield is 0.890.